This data is from Catalyst prediction with 721,799 reactions and 888 catalyst types from USPTO. The task is: Predict which catalyst facilitates the given reaction. Reactant: [CH3:1][O:2][C:3]1[CH:4]=[N:5][CH:6]=[C:7]([O:9][CH3:10])[CH:8]=1.[Li]CCCC.CN([CH:19]=[O:20])C. Product: [CH3:10][O:9][C:7]1[CH:6]=[N:5][CH:4]=[C:3]([O:2][CH3:1])[C:8]=1[CH:19]=[O:20]. The catalyst class is: 1.